Dataset: Peptide-MHC class I binding affinity with 185,985 pairs from IEDB/IMGT. Task: Regression. Given a peptide amino acid sequence and an MHC pseudo amino acid sequence, predict their binding affinity value. This is MHC class I binding data. The peptide sequence is ITAAAWYLW. The MHC is HLA-B15:17 with pseudo-sequence HLA-B15:17. The binding affinity (normalized) is 0.822.